From a dataset of Forward reaction prediction with 1.9M reactions from USPTO patents (1976-2016). Predict the product of the given reaction. (1) Given the reactants [F-:1].C([N+](CCCC)(CCCC)CCCC)CCC.[C:19]([O:23][C:24]([N:26]1[CH2:33][CH2:32][C:29]2([O:31][CH2:30]2)[CH2:28][CH2:27]1)=[O:25])([CH3:22])([CH3:21])[CH3:20], predict the reaction product. The product is: [C:19]([O:23][C:24]([N:26]1[CH2:33][CH2:32][C:29]([CH2:30][F:1])([OH:31])[CH2:28][CH2:27]1)=[O:25])([CH3:22])([CH3:21])[CH3:20]. (2) Given the reactants [Br:1][C:2]1[C:3]([NH:35][CH2:36][CH2:37][CH2:38][N:39]([CH3:46])[C:40]([CH:42]2[CH2:45][CH2:44][CH2:43]2)=[O:41])=[N:4][C:5]([NH:8][C:9]2[CH:34]=[CH:33][C:12]([O:13][CH2:14][CH2:15][O:16][CH2:17][CH2:18][O:19][CH2:20][CH2:21][O:22][CH2:23][CH2:24][NH:25]C(=O)OC(C)(C)C)=[CH:11][CH:10]=2)=[N:6][CH:7]=1, predict the reaction product. The product is: [NH2:25][CH2:24][CH2:23][O:22][CH2:21][CH2:20][O:19][CH2:18][CH2:17][O:16][CH2:15][CH2:14][O:13][C:12]1[CH:33]=[CH:34][C:9]([NH:8][C:5]2[N:4]=[C:3]([NH:35][CH2:36][CH2:37][CH2:38][N:39]([CH3:46])[C:40]([CH:42]3[CH2:45][CH2:44][CH2:43]3)=[O:41])[C:2]([Br:1])=[CH:7][N:6]=2)=[CH:10][CH:11]=1. (3) Given the reactants Br[C:2]1[CH:3]=[C:4]2[C:8](=[C:9]([CH3:11])[CH:10]=1)[NH:7][C:6]1[N:12]=[CH:13][C:14]([CH3:16])=[CH:15][C:5]2=1.C(=O)([O-])[O-].[Na+].[Na+].[C:23]1(B(O)O)[CH:28]=[CH:27][CH:26]=[CH:25][CH:24]=1.CN(C)C(=O)C, predict the reaction product. The product is: [CH3:16][C:14]1[CH:13]=[N:12][C:6]2[NH:7][C:8]3[C:4]([C:5]=2[CH:15]=1)=[CH:3][C:2]([C:23]1[CH:28]=[CH:27][CH:26]=[CH:25][CH:24]=1)=[CH:10][C:9]=3[CH3:11].